Dataset: Choline transporter screen with 302,306 compounds. Task: Binary Classification. Given a drug SMILES string, predict its activity (active/inactive) in a high-throughput screening assay against a specified biological target. (1) The molecule is O1C2(OCC1)CCN(CC2)c1n2nc(cc2nc2c1CCCC2)c1cc(ccc1)C. The result is 0 (inactive). (2) The molecule is s1c(c(c(c1N)C(=O)Nc1ccccc1)C)C(OCC)=O. The result is 0 (inactive). (3) The drug is S1C(CC(=O)c2c1cc(OC)c(OC)c2)C. The result is 0 (inactive). (4) The drug is Clc1sc(c2oc(SCC(=O)N3C(CCCC3)C)nn2)cc1. The result is 0 (inactive). (5) The compound is S(c1n(c2c(c(ccc2)C)C)c(nn1)c1occc1)CC(=O)NC. The result is 0 (inactive). (6) The drug is Clc1ccc(S(=O)(=O)NCC(=O)N(CC(=O)NCC2OCCC2)c2c(OC)cccc2)cc1. The result is 0 (inactive). (7) The molecule is Fc1c(N2CCN(CC2)C(=O)C(=O)Nc2cc3c(=O)n4CCCCCc4nc3cc2)cccc1. The result is 0 (inactive).